From a dataset of Full USPTO retrosynthesis dataset with 1.9M reactions from patents (1976-2016). Predict the reactants needed to synthesize the given product. (1) Given the product [O:4]=[C:5]1[CH2:22][NH:23][C:2](=[O:3])[C:1]2[CH:11]=[CH:10][CH:9]=[CH:8][C:7]=2[NH:6]1, predict the reactants needed to synthesize it. The reactants are: [C:1]12[C:7](=[CH:8][CH:9]=[CH:10][CH:11]=1)[NH:6][C:5](=O)[O:4][C:2]2=[O:3].ClC1C=C2C(O[C:22](=O)[NH:23]C2=CC=1)=O.Cl.COC(=O)CN. (2) Given the product [ClH:33].[CH3:31][O:30][C:27]1[N:28]=[C:29]2[C:24](=[CH:25][CH:26]=1)[N:23]=[CH:22][CH:21]=[C:20]2[N:16]1[CH2:15][C@@H:14]2[CH2:19][C@H:17]1[CH2:18][N:13]2[CH2:12][CH2:11][NH2:10], predict the reactants needed to synthesize it. The reactants are: C(OC(=O)[NH:10][CH2:11][CH2:12][N:13]1[CH2:18][C@@H:17]2[CH2:19][C@H:14]1[CH2:15][N:16]2[C:20]1[C:29]2[C:24](=[CH:25][CH:26]=[C:27]([O:30][CH3:31])[N:28]=2)[N:23]=[CH:22][CH:21]=1)C1C=CC=CC=1.[ClH:33].O1CCOCC1.[H][H].